The task is: Predict the reactants needed to synthesize the given product.. This data is from Full USPTO retrosynthesis dataset with 1.9M reactions from patents (1976-2016). (1) The reactants are: [NH:1]1[CH:5]=[C:4]([CH2:6][C:7]([O:9][CH2:10][CH3:11])=[O:8])[N:3]=[CH:2]1.[H-].[Na+].I[CH2:15][CH2:16][C:17]([CH3:20])([CH3:19])[CH3:18]. Given the product [CH3:18][C:17]([CH3:20])([CH3:19])[CH2:16][CH2:15][N:1]1[CH:5]=[C:4]([CH2:6][C:7]([O:9][CH2:10][CH3:11])=[O:8])[N:3]=[CH:2]1, predict the reactants needed to synthesize it. (2) Given the product [CH3:53][N:54]([CH2:55][CH2:56][NH:57][C:60]1[CH:65]=[CH:64][CH:63]=[CH:62][C:61]=1[F:66])[CH3:58], predict the reactants needed to synthesize it. The reactants are: C1(P(C2C=CC=CC=2)C2C=CC3C(=CC=CC=3)C=2C2C3C(=CC=CC=3)C=CC=2P(C2C=CC=CC=2)C2C=CC=CC=2)C=CC=CC=1.CC(C)([O-])C.[Na+].[CH3:53][N:54]([CH3:58])[CH2:55][CH2:56][NH2:57].Br[C:60]1[CH:65]=[CH:64][CH:63]=[CH:62][C:61]=1[F:66]. (3) Given the product [N:24]1([CH2:23][CH2:22][O:1][C:2]2[C:3](=[O:20])[C:4]([C:9]3[N:13]([C:14]4[CH:19]=[CH:18][CH:17]=[CH:16][CH:15]=4)[N:12]=[CH:11][CH:10]=3)=[N:5][N:6]([CH3:8])[CH:7]=2)[C:28]2=[N:29][C:30]3[CH:35]=[CH:34][CH:33]=[CH:32][C:31]=3[N:27]2[CH2:26][CH2:25]1, predict the reactants needed to synthesize it. The reactants are: [OH:1][C:2]1[C:3](=[O:20])[C:4]([C:9]2[N:13]([C:14]3[CH:19]=[CH:18][CH:17]=[CH:16][CH:15]=3)[N:12]=[CH:11][CH:10]=2)=[N:5][N:6]([CH3:8])[CH:7]=1.Cl[CH2:22][CH2:23][N:24]1[C:28]2=[N:29][C:30]3[CH:35]=[CH:34][CH:33]=[CH:32][C:31]=3[N:27]2[CH2:26][CH2:25]1.C(=O)([O-])[O-].[Cs+].[Cs+].[I-].[Na+]. (4) Given the product [F:27][CH:2]([F:1])[O:3][C:4]1[CH:9]=[CH:8][C:7]([C:10]2[O:11][CH:12]=[C:13]([CH2:15][NH:16][C:17](=[O:25])[C:18]3[C:23]([CH3:24])=[CH:22][CH:21]=[CH:20][N:19]=3)[N:14]=2)=[CH:6][C:5]=1[O:26][CH2:29][CH2:30][CH3:31], predict the reactants needed to synthesize it. The reactants are: [F:1][CH:2]([F:27])[O:3][C:4]1[CH:9]=[CH:8][C:7]([C:10]2[O:11][CH:12]=[C:13]([CH2:15][NH:16][C:17](=[O:25])[C:18]3[C:23]([CH3:24])=[CH:22][CH:21]=[CH:20][N:19]=3)[N:14]=2)=[CH:6][C:5]=1[OH:26].Br[CH2:29][CH2:30][CH3:31]. (5) Given the product [C:1]([C:4]1[CH:9]=[CH:8][C:7]([S:10]([N:18]([CH2:17][CH2:16][O:15][CH3:14])[CH3:19])(=[O:12])=[O:11])=[CH:6][CH:5]=1)(=[O:3])[CH3:2], predict the reactants needed to synthesize it. The reactants are: [C:1]([C:4]1[CH:9]=[CH:8][C:7]([S:10](Cl)(=[O:12])=[O:11])=[CH:6][CH:5]=1)(=[O:3])[CH3:2].[CH3:14][O:15][CH2:16][CH2:17][NH:18][CH3:19].N1C=CC=CC=1. (6) Given the product [NH2:19][CH2:18][C:16]1([CH2:20][NH:21][C:10]2[C:9]3[C:4](=[CH:5][CH:6]=[C:7]([Cl:13])[CH:8]=3)[N:3]=[C:2]([N:25]3[CH2:26][C:27]4[CH:32]=[CH:31][CH:30]=[CH:29][C:28]=4[S:22](=[O:34])(=[O:33])[CH2:23][CH2:24]3)[N:11]=2)[CH2:17][O:14][CH2:15]1, predict the reactants needed to synthesize it. The reactants are: Cl[C:2]1[N:11]=[C:10](Cl)[C:9]2[C:4](=[CH:5][CH:6]=[C:7]([Cl:13])[CH:8]=2)[N:3]=1.[O:14]1[CH2:17][C:16]([CH2:20][NH2:21])([CH2:18][NH2:19])[CH2:15]1.[S:22]1(=[O:34])(=[O:33])[C:28]2[CH:29]=[CH:30][CH:31]=[CH:32][C:27]=2[CH2:26][NH:25][CH2:24][CH2:23]1. (7) Given the product [C:1]([O:5][C:6](=[O:19])[N:7]([C@H:9]1[CH2:14][CH2:13][C@H:12]([C:15]#[C:16][C:22](=[O:23])[N:21]([CH3:25])[CH3:20])[CH2:11][CH2:10]1)[CH3:8])([CH3:4])([CH3:3])[CH3:2], predict the reactants needed to synthesize it. The reactants are: [C:1]([O:5][C:6](=[O:19])[N:7]([C@H:9]1[CH2:14][CH2:13][C@H:12]([CH:15]=[C:16](Br)Br)[CH2:11][CH2:10]1)[CH3:8])([CH3:4])([CH3:3])[CH3:2].[CH3:20][N:21]([CH3:25])[C:22](Cl)=[O:23].